This data is from Catalyst prediction with 721,799 reactions and 888 catalyst types from USPTO. The task is: Predict which catalyst facilitates the given reaction. (1) Reactant: [C:1]1(=[O:8])[O:7][C:5](=O)[CH2:4][O:3][CH2:2]1.[C:9]([O:13][C:14](=[O:20])[NH:15][CH2:16][CH2:17][CH2:18][NH2:19])([CH3:12])([CH3:11])[CH3:10].CN1CCOCC1.C(OC(=O)C)C. Product: [C:9]([O:13][C:14](=[O:20])[NH:15][CH2:16][CH2:17][CH2:18][N:19]1[C:1](=[O:8])[CH2:2][O:3][CH2:4][C:5]1=[O:7])([CH3:12])([CH3:10])[CH3:11]. The catalyst class is: 44. (2) Reactant: [C:1]1([NH:7]N)[CH:6]=[CH:5][CH:4]=[CH:3][CH:2]=1.O=[C:10]([CH2:16][CH2:17][CH2:18][CH3:19])[C:11]([O:13][CH2:14][CH3:15])=[O:12].O.CCOC(C)=O. Product: [CH2:17]([C:16]1[C:6]2[C:1](=[CH:2][CH:3]=[CH:4][CH:5]=2)[NH:7][C:10]=1[C:11]([O:13][CH2:14][CH3:15])=[O:12])[CH2:18][CH3:19]. The catalyst class is: 8. (3) Reactant: [CH:1]1([C:4]#[C:5][C:6]2([C:24]([F:27])([F:26])[F:25])[O:11][C:10](=[O:12])[NH:9][C:8]3[CH:13]=[CH:14][C:15]([O:17][CH2:18][CH2:19][CH2:20][C:21]([OH:23])=[O:22])=[CH:16][C:7]2=3)[CH2:3][CH2:2]1.C(N(CC)C(C)C)(C)C.[B-](F)(F)(F)F.CN(C(O[N:50]1[C:55](=[O:56])[CH2:54][CH2:53][C:51]1=[O:52])=[N+](C)C)C. Product: [O:52]=[C:51]1[CH2:53][CH2:54][C:55](=[O:56])[N:50]1[O:22][C:21](=[O:23])[CH2:20][CH2:19][CH2:18][O:17][C:15]1[CH:14]=[CH:13][C:8]2[NH:9][C:10](=[O:12])[O:11][C:6]([C:5]#[C:4][CH:1]3[CH2:3][CH2:2]3)([C:24]([F:27])([F:26])[F:25])[C:7]=2[CH:16]=1. The catalyst class is: 1. (4) Reactant: Cl[C:2]1[CH:7]=[CH:6][C:5]([N+:8]([O-:10])=[O:9])=[CH:4][N:3]=1.[NH:11]1[CH:15]=[CH:14][N:13]=[CH:12]1.C(=O)([O-])[O-].[K+].[K+]. Product: [N:11]1([C:2]2[CH:7]=[CH:6][C:5]([N+:8]([O-:10])=[O:9])=[CH:4][N:3]=2)[CH:15]=[CH:14][N:13]=[CH:12]1. The catalyst class is: 16. (5) Reactant: C[O:2][C:3](=O)[C:4]1[CH:9]=[CH:8][C:7]([C:10]2[NH:11][C:12]3[C:17]([CH:18]=2)=[CH:16][C:15]([Cl:19])=[CH:14][C:13]=3[NH:20][CH:21]2[CH2:25][CH2:24][CH2:23][CH2:22]2)=[CH:6][CH:5]=1.[BH4-].[Li+].[Cl-].[NH4+]. Product: [Cl:19][C:15]1[CH:16]=[C:17]2[C:12](=[C:13]([NH:20][CH:21]3[CH2:22][CH2:23][CH2:24][CH2:25]3)[CH:14]=1)[NH:11][C:10]([C:7]1[CH:6]=[CH:5][C:4]([CH2:3][OH:2])=[CH:9][CH:8]=1)=[CH:18]2. The catalyst class is: 7. (6) Reactant: [Br:1][C:2]1[N:7]=[CH:6][C:5]([OH:8])=[CH:4][CH:3]=1.Br[CH2:10][CH:11]1[CH2:13][CH2:12]1.C(=O)([O-])[O-].[K+].[K+]. Product: [Br:1][C:2]1[CH:3]=[CH:4][C:5]([O:8][CH2:10][CH:11]2[CH2:13][CH2:12]2)=[CH:6][N:7]=1. The catalyst class is: 54. (7) Reactant: [Cl:1][C:2]1[CH:7]=[C:6]([Cl:8])[CH:5]=[C:4]([Cl:9])[C:3]=1[N:10]1[C:14]2=[N:15][C:16]([CH2:20][C:21]3[CH:26]=[CH:25][C:24]([NH2:27])=[CH:23][CH:22]=3)=[N:17][C:18](=[O:19])[C:13]2=[C:12]([CH:28]([CH3:30])[CH3:29])[NH:11]1.CCN(CC)CC.[Cl:38][CH:39]([CH2:43]Cl)[C:40](Cl)=[O:41]. Product: [Cl:1][C:2]1[CH:7]=[C:6]([Cl:8])[CH:5]=[C:4]([Cl:9])[C:3]=1[N:10]1[C:14]2=[N:15][C:16]([CH2:20][C:21]3[CH:26]=[CH:25][C:24]([NH:27][C:40](=[O:41])[C:39]([Cl:38])=[CH2:43])=[CH:23][CH:22]=3)=[N:17][C:18](=[O:19])[C:13]2=[C:12]([CH:28]([CH3:30])[CH3:29])[NH:11]1. The catalyst class is: 1. (8) Reactant: [O:1]1CCCO[CH:2]1[CH2:7][CH2:8][N:9]1[CH2:18][CH2:17][C:16]2[C:11](=[CH:12][CH:13]=[C:14]([Br:19])[CH:15]=2)[C:10]1=[O:20].Cl. Product: [Br:19][C:14]1[CH:15]=[C:16]2[C:11](=[CH:12][CH:13]=1)[C:10](=[O:20])[N:9]([CH2:8][CH2:7][CH:2]=[O:1])[CH2:18][CH2:17]2. The catalyst class is: 12.